From a dataset of Full USPTO retrosynthesis dataset with 1.9M reactions from patents (1976-2016). Predict the reactants needed to synthesize the given product. (1) Given the product [Cl:5][C:6]1[N:15]=[C:14]([NH:4][CH:1]2[CH2:3][CH2:2]2)[C:13]2[C:8](=[CH:9][CH:10]=[C:11]([C:17]3[CH:22]=[CH:21][C:20]([F:23])=[CH:19][CH:18]=3)[CH:12]=2)[N:7]=1, predict the reactants needed to synthesize it. The reactants are: [CH:1]1([NH2:4])[CH2:3][CH2:2]1.[Cl:5][C:6]1[N:15]=[C:14](Cl)[C:13]2[C:8](=[CH:9][CH:10]=[C:11]([C:17]3[CH:22]=[CH:21][C:20]([F:23])=[CH:19][CH:18]=3)[CH:12]=2)[N:7]=1. (2) Given the product [CH2:39]([O:41][C:42]([C:44]1[S:45][C:46]([NH:49][C:6](=[O:37])[C:7]2[CH:12]=[C:11]([Cl:13])[C:10]([O:14][C:15]3[CH:20]=[CH:19][N:18]=[CH:17][C:16]=3[C:21]([N:23]3[C:32]4[C:27](=[CH:28][CH:29]=[CH:30][CH:31]=4)[N:26]([CH:33]4[CH2:35][CH2:34]4)[CH2:25][CH2:24]3)=[O:22])=[CH:9][C:8]=2[Cl:36])=[N:47][N:48]=1)=[O:43])[CH3:40], predict the reactants needed to synthesize it. The reactants are: COC(=O)CN[C:6](=[O:37])[C:7]1[CH:12]=[C:11]([Cl:13])[C:10]([O:14][C:15]2[CH:20]=[CH:19][N:18]=[CH:17][C:16]=2[C:21]([N:23]2[C:32]3[C:27](=[CH:28][CH:29]=[CH:30][CH:31]=3)[N:26]([CH:33]3[CH2:35][CH2:34]3)[CH2:25][CH2:24]2)=[O:22])=[CH:9][C:8]=1[Cl:36].[CH2:39]([O:41][C:42]([C:44]1[S:45][C:46]([NH2:49])=[N:47][N:48]=1)=[O:43])[CH3:40]. (3) Given the product [C:19]([C:3]1[CH:2]=[CH:1][C:13]2[NH:12][C:11]3[C:6]([C:5]=2[CH:4]=1)=[CH:7][C:8]([C:5]([CH3:6])([CH3:13])[CH3:4])=[CH:9][CH:10]=3)([CH3:22])([CH3:21])[CH3:20], predict the reactants needed to synthesize it. The reactants are: [CH:1]1[C:13]2[NH:12][C:11]3[C:6](=[CH:7][CH:8]=[CH:9][CH:10]=3)[C:5]=2[CH:4]=[CH:3][CH:2]=1.[N+](C)([O-])=O.Cl[C:19]([CH3:22])([CH3:21])[CH3:20]. (4) Given the product [C:1]([C:5]1[CH:20]=[CH:19][CH:18]=[CH:17][C:6]=1[O:7][C:8]1[C:13]([NH:14][C:15](=[S:16])[NH:27][NH2:28])=[CH:12][CH:11]=[CH:10][N:9]=1)([CH3:4])([CH3:2])[CH3:3], predict the reactants needed to synthesize it. The reactants are: [C:1]([C:5]1[CH:20]=[CH:19][CH:18]=[CH:17][C:6]=1[O:7][C:8]1[C:13]([N:14]=[C:15]=[S:16])=[CH:12][CH:11]=[CH:10][N:9]=1)([CH3:4])([CH3:3])[CH3:2].C(OC(=O)[NH:27][NH2:28])(C)(C)C.FC(F)(F)C(O)=O. (5) Given the product [NH2:11][CH2:10][C:9]1[CH:8]=[CH:7][O:6][C:5]=1[C:3]([O:2][CH3:1])=[O:4], predict the reactants needed to synthesize it. The reactants are: [CH3:1][O:2][C:3]([C:5]1[O:6][CH:7]=[CH:8][C:9]=1[CH2:10][N:11]1C(=O)C2=CC=CC=C2C1=O)=[O:4].O.NN. (6) Given the product [C:43]([N:20]1[CH2:21][CH2:22][N:17]([C:14]2[CH:15]=[CH:16][C:11]([C:10]([NH:9][CH2:8][C:6]3[CH:7]=[C:2]([F:1])[C:3]([C:24]4[CH:29]=[CH:28][N:27]=[C:26]([C:30]([F:33])([F:31])[F:32])[CH:25]=4)=[N:4][CH:5]=3)=[O:23])=[CH:12][N:13]=2)[CH2:18][CH2:19]1)(=[O:45])[CH3:44], predict the reactants needed to synthesize it. The reactants are: [F:1][C:2]1[C:3]([C:24]2[CH:29]=[CH:28][N:27]=[C:26]([C:30]([F:33])([F:32])[F:31])[CH:25]=2)=[N:4][CH:5]=[C:6]([CH2:8][NH:9][C:10](=[O:23])[C:11]2[CH:16]=[CH:15][C:14]([N:17]3[CH2:22][CH2:21][NH:20][CH2:19][CH2:18]3)=[N:13][CH:12]=2)[CH:7]=1.CCN(C(C)C)C(C)C.[C:43](Cl)(=[O:45])[CH3:44]. (7) Given the product [Cl:1][C:2]1[CH:7]=[CH:6][CH:5]=[C:4]([Cl:8])[C:3]=1[NH:9][C:10]1[S:11][C:12]([Br:32])=[C:13]([C:15]([NH:17][C:18]2[CH:23]=[CH:22][C:21]([C:24]([F:26])([F:27])[F:25])=[CH:20][CH:19]=2)=[O:16])[N:14]=1, predict the reactants needed to synthesize it. The reactants are: [Cl:1][C:2]1[CH:7]=[CH:6][CH:5]=[C:4]([Cl:8])[C:3]=1[NH:9][C:10]1[S:11][CH:12]=[C:13]([C:15]([NH:17][C:18]2[CH:23]=[CH:22][C:21]([C:24]([F:27])([F:26])[F:25])=[CH:20][CH:19]=2)=[O:16])[N:14]=1.C(O)(=O)C.[Br:32]Br.